From a dataset of Full USPTO retrosynthesis dataset with 1.9M reactions from patents (1976-2016). Predict the reactants needed to synthesize the given product. (1) Given the product [Br:1][C:2]1[CH:3]=[CH:4][CH:5]=[C:6]2[C:11]=1[N:10]=[C:9]([NH:22][C:19]([CH3:21])([CH3:20])[CH3:18])[N:8]=[CH:7]2, predict the reactants needed to synthesize it. The reactants are: [Br:1][C:2]1[CH:3]=[CH:4][CH:5]=[C:6]2[C:11]=1[N:10]=[C:9](Cl)[N:8]=[CH:7]2.CN(C=O)C.[CH3:18][C:19]([NH2:22])([CH3:21])[CH3:20]. (2) Given the product [CH:49]1([NH:52][C:53]([CH:55]2[CH2:59][CH2:58][N:57]([C:21]([C:6]3[CH:7]=[C:8]4[C:3](=[CH:4][CH:5]=3)[N:2]([CH3:1])[C:14]3[CH2:13][CH2:12][CH:11]([CH:15]5[CH2:16][CH2:17][O:18][CH2:19][CH2:20]5)[CH2:10][C:9]4=3)=[O:22])[CH2:56]2)=[O:54])[CH2:51][CH2:50]1, predict the reactants needed to synthesize it. The reactants are: [CH3:1][N:2]1[C:14]2[CH2:13][CH2:12][CH:11]([CH:15]3[CH2:20][CH2:19][O:18][CH2:17][CH2:16]3)[CH2:10][C:9]=2[C:8]2[C:3]1=[CH:4][CH:5]=[C:6]([C:21](O)=[O:22])[CH:7]=2.CN(C(ON1N=NC2C=CC=NC1=2)=[N+](C)C)C.F[P-](F)(F)(F)(F)F.[Cl-].[CH:49]1([NH:52][C:53]([CH:55]2[CH2:59][CH2:58][NH2+:57][CH2:56]2)=[O:54])[CH2:51][CH2:50]1.C(N(CC)C(C)C)(C)C. (3) Given the product [C:7]([C@H:5]1[O:6][C:2](=[O:1])[CH2:3][CH2:4]1)(=[O:8])[CH2:10][CH3:11], predict the reactants needed to synthesize it. The reactants are: [O:1]=[C:2]1[O:6][C@H:5]([C:7](Cl)=[O:8])[CH2:4][CH2:3]1.[CH2:10]([Mg]Br)[CH3:11]. (4) Given the product [Si:1]([O:8][CH2:9][C:10]1[N:15]=[C:14]([CH2:16][CH2:17][C:18]([N:21]2[CH2:26][CH2:25][O:24][CH2:23][CH2:22]2)=[O:20])[CH:13]=[CH:12][CH:11]=1)([C:4]([CH3:5])([CH3:6])[CH3:7])([CH3:2])[CH3:3], predict the reactants needed to synthesize it. The reactants are: [Si:1]([O:8][CH2:9][C:10]1[N:15]=[C:14]([CH2:16][CH2:17][C:18]([OH:20])=O)[CH:13]=[CH:12][CH:11]=1)([C:4]([CH3:7])([CH3:6])[CH3:5])([CH3:3])[CH3:2].[NH:21]1[CH2:26][CH2:25][O:24][CH2:23][CH2:22]1.CCN=C=NCCCN(C)C.C(N(CC)CC)C. (5) Given the product [NH2:9][C:3]1[N:4]=[CH:5][N:6]=[C:7]([NH:10][CH2:11][CH:12]2[CH2:13][CH2:14][N:15]([C:18](=[O:20])[CH:47]=[CH2:48])[CH2:16][CH2:17]2)[C:2]=1[C:35]1[CH:36]=[N:37][C:32]([O:25][C:26]2[CH:31]=[CH:30][CH:29]=[CH:28][CH:27]=2)=[N:33][CH:34]=1, predict the reactants needed to synthesize it. The reactants are: Cl[C:2]1[C:3]([NH2:9])=[N:4][CH:5]=[N:6][C:7]=1Cl.[NH2:10][CH2:11][CH:12]1[CH2:17][CH2:16][N:15]([C:18]([O:20]C(C)(C)C)=O)[CH2:14][CH2:13]1.[O:25]([C:32]1[N:37]=[CH:36][C:35](B2OC(C)(C)C(C)(C)O2)=[CH:34][N:33]=1)[C:26]1[CH:31]=[CH:30][CH:29]=[CH:28][CH:27]=1.[C:47](Cl)(=O)[CH:48]=C. (6) Given the product [Cl:11][C:10]1[C:2]([I:23])=[CH:3][C:4]([O:12][CH3:13])=[C:5]([CH:9]=1)[C:6]([OH:8])=[O:7], predict the reactants needed to synthesize it. The reactants are: N[C:2]1[C:10]([Cl:11])=[CH:9][C:5]([C:6]([OH:8])=[O:7])=[C:4]([O:12][CH3:13])[CH:3]=1.S(=O)(=O)(O)O.N([O-])=O.[Na+].[I:23]I. (7) Given the product [ClH:36].[NH2:27][CH2:26][CH:25]([C:3]1[CH:4]=[CH:5][C:6]([C:8]2[C:9]3[C:10]4[CH:24]=[CH:23][S:22][C:11]=4[C:12](=[O:21])[NH:13][C:14]=3[C:15]([CH3:20])=[CH:16][C:17]=2[O:18][CH3:19])=[CH:7][C:2]=1[F:1])[CH3:35], predict the reactants needed to synthesize it. The reactants are: [F:1][C:2]1[CH:7]=[C:6]([C:8]2[C:9]3[C:10]4[CH:24]=[CH:23][S:22][C:11]=4[C:12](=[O:21])[NH:13][C:14]=3[C:15]([CH3:20])=[CH:16][C:17]=2[O:18][CH3:19])[CH:5]=[CH:4][C:3]=1[CH:25]([CH3:35])[CH2:26][NH:27]C(=O)OC(C)(C)C.[ClH:36].